Dataset: Catalyst prediction with 721,799 reactions and 888 catalyst types from USPTO. Task: Predict which catalyst facilitates the given reaction. (1) The catalyst class is: 132. Reactant: C[O:2][C:3](=[O:40])[CH2:4][C@H:5]1[C:9]2[CH:10]=[CH:11][C:12]([O:14][CH2:15][C:16]3[CH:17]=[C:18]([C:22]4[C:27]([CH3:28])=[C:26]([Cl:29])[C:25]([O:30][CH2:31][CH2:32][CH2:33][S:34]([CH3:37])(=[O:36])=[O:35])=[C:24]([Cl:38])[C:23]=4[CH3:39])[CH:19]=[CH:20][CH:21]=3)=[CH:13][C:8]=2[O:7][CH2:6]1.CO.[OH-].[Na+].C(O)(=O)CC(CC(O)=O)(C(O)=O)O. Product: [Cl:38][C:24]1[C:23]([CH3:39])=[C:22]([C:18]2[CH:19]=[CH:20][CH:21]=[C:16]([CH2:15][O:14][C:12]3[CH:11]=[CH:10][C:9]4[C@H:5]([CH2:4][C:3]([OH:40])=[O:2])[CH2:6][O:7][C:8]=4[CH:13]=3)[CH:17]=2)[C:27]([CH3:28])=[C:26]([Cl:29])[C:25]=1[O:30][CH2:31][CH2:32][CH2:33][S:34]([CH3:37])(=[O:36])=[O:35]. (2) Reactant: [C:1]([CH:4]([CH3:26])[CH2:5][CH2:6][N:7]1[C:11]2[CH:12]=[CH:13][CH:14]=[C:15]([CH3:16])[C:10]=2[N:9]=[C:8]1[CH2:17][O:18][C:19]1[CH:24]=[CH:23][C:22]([Cl:25])=[CH:21][CH:20]=1)(O)=[O:2].C(Cl)(=O)C([Cl:30])=O. Product: [Cl:30][C:1]([CH:4]([CH3:26])[CH2:5][CH2:6][N:7]1[C:11]2[CH:12]=[CH:13][CH:14]=[C:15]([CH3:16])[C:10]=2[N:9]=[C:8]1[CH2:17][O:18][C:19]1[CH:24]=[CH:23][C:22]([Cl:25])=[CH:21][CH:20]=1)=[O:2]. The catalyst class is: 306. (3) Reactant: FC(F)(F)C(O)=O.C(OC([N:15]1[CH2:24][CH2:23][C:22]2[C:17](=[CH:18][CH:19]=[CH:20][C:21]=2[O:25][C:26]2[CH:31]=[CH:30][C:29]([C:32](=[O:34])[NH2:33])=[CH:28][N:27]=2)[CH2:16]1)=O)(C)(C)C. Product: [CH2:16]1[C:17]2[C:22](=[C:21]([O:25][C:26]3[CH:31]=[CH:30][C:29]([C:32]([NH2:33])=[O:34])=[CH:28][N:27]=3)[CH:20]=[CH:19][CH:18]=2)[CH2:23][CH2:24][NH:15]1. The catalyst class is: 4. (4) Reactant: [Cl:1][C:2]1[CH:3]=[C:4]([C@@:9]23[CH2:14][C@@H:13]2[CH2:12][C:11](=O)[CH2:10]3)[CH:5]=[CH:6][C:7]=1[Cl:8].C([O-])(=O)C.[NH4+].C([BH3-])#[N:22].[Na+].C(OCC)(=O)C.CO.C(N(CC)CC)C. Product: [Cl:1][C:2]1[CH:3]=[C:4]([C@@:9]23[CH2:14][C@@H:13]2[CH2:12][CH:11]([NH2:22])[CH2:10]3)[CH:5]=[CH:6][C:7]=1[Cl:8]. The catalyst class is: 5. (5) The catalyst class is: 3. Product: [F:25][C:26]([F:31])([F:30])[C:27]([OH:29])=[O:28].[NH:1]1[CH:5]=[C:4]([CH2:6][CH2:7][NH:8][C:9]([NH:10][CH:11]([CH2:15][C:16]2[CH:21]=[CH:20][C:19]([O:22][CH3:23])=[CH:18][CH:17]=2)[C:12]([N:41]2[CH2:40][C:39]([CH:34]3[CH2:35][CH2:36][CH2:37][CH2:38][CH:33]3[CH3:32])([O:43][CH2:44][CH2:45][CH3:46])[CH2:42]2)=[O:14])=[O:24])[N:3]=[CH:2]1. Reactant: [NH:1]1[CH:5]=[C:4]([CH2:6][CH2:7][NH:8][C:9](=[O:24])[NH:10][CH:11]([CH2:15][C:16]2[CH:21]=[CH:20][C:19]([O:22][CH3:23])=[CH:18][CH:17]=2)[C:12]([OH:14])=O)[N:3]=[CH:2]1.[F:25][C:26]([F:31])([F:30])[C:27]([OH:29])=[O:28].[CH3:32][CH:33]1[CH2:38][CH2:37][CH2:36][CH2:35][CH:34]1[C:39]1([O:43][CH2:44][CH2:45][CH3:46])[CH2:42][NH:41][CH2:40]1.C(Cl)CCl.C1C=CC2N(O)N=NC=2C=1.[OH-].[Na+]. (6) Reactant: [OH:1][C:2]1([C:15]2[C:16](=[O:25])[NH:17][C:18]3[C:23]([CH:24]=2)=[CH:22][CH:21]=[CH:20][CH:19]=3)[CH2:7][CH2:6][N:5](C(OC(C)(C)C)=O)[CH2:4][CH2:3]1. Product: [OH:1][C:2]1([C:15]2[C:16](=[O:25])[NH:17][C:18]3[C:23]([CH:24]=2)=[CH:22][CH:21]=[CH:20][CH:19]=3)[CH2:7][CH2:6][NH:5][CH2:4][CH2:3]1. The catalyst class is: 55. (7) Reactant: COC1C=CC(P2(SP(C3C=CC(OC)=CC=3)(=S)S2)=[S:10])=CC=1.[F:23][C:24]1[CH:34]=[CH:33][C:27]([CH2:28][NH:29][C:30](=O)[CH3:31])=[CH:26][CH:25]=1. Product: [F:23][C:24]1[CH:34]=[CH:33][C:27]([CH2:28][NH:29][C:30](=[S:10])[CH3:31])=[CH:26][CH:25]=1. The catalyst class is: 11.